From a dataset of HIV replication inhibition screening data with 41,000+ compounds from the AIDS Antiviral Screen. Binary Classification. Given a drug SMILES string, predict its activity (active/inactive) in a high-throughput screening assay against a specified biological target. (1) The molecule is O=C(O)CNC(=O)Cn1[se]c2ccccc2c1=O. The result is 1 (active). (2) The compound is c1ccc(CNc2nnc(NCc3ccccc3)c3c2ncn3Cc2ccccc2)cc1. The result is 0 (inactive). (3) The molecule is CCN(CC)CCC(=O)c1ccc(Sc2ccc(F)cc2)cc1.Cl. The result is 0 (inactive). (4) The molecule is COc1cccc(N2C(=O)C3c4[nH]c5ccc(C)cc5c4C4CCC(C(C)(C)C)CC4C3C2=O)c1. The result is 0 (inactive). (5) The molecule is O=C1C2=Cc3ccccc3CCN2c2ccccc21. The result is 0 (inactive). (6) The compound is CCOP(=O)(OCC)C(=CNC(=S)NN=C1C(=O)Nc2ccccc21)C(=O)OC. The result is 0 (inactive). (7) The drug is ClC1=C(Cl)C(Cl)(Cl)SS1. The result is 0 (inactive). (8) The drug is Cc1cc(S(=O)(=O)N=C2N(Cc3ccccc3)CCN2Cc2ccccc2)c(S)cc1Cl. The result is 0 (inactive).